Dataset: Full USPTO retrosynthesis dataset with 1.9M reactions from patents (1976-2016). Task: Predict the reactants needed to synthesize the given product. (1) Given the product [ClH:1].[N:2]12[CH2:7][CH2:6][CH:5]([CH2:8][CH2:9]1)[C@H:4]([NH:10][C:11]([C:13]1[O:14][C:15]3[C:21]([C:22]4[CH:30]=[CH:29][CH:28]=[C:24]([C:25]([NH:31][CH2:32][CH2:33][N:34]([CH3:36])[CH3:35])=[O:27])[CH:23]=4)=[CH:20][CH:19]=[CH:18][C:16]=3[CH:17]=1)=[O:12])[CH2:3]2, predict the reactants needed to synthesize it. The reactants are: [ClH:1].[N:2]12[CH2:9][CH2:8][CH:5]([CH2:6][CH2:7]1)[C@H:4]([NH:10][C:11]([C:13]1[O:14][C:15]3[C:21]([C:22]4[CH:23]=[C:24]([CH:28]=[CH:29][CH:30]=4)[C:25]([OH:27])=O)=[CH:20][CH:19]=[CH:18][C:16]=3[CH:17]=1)=[O:12])[CH2:3]2.[NH2:31][CH2:32][CH2:33][N:34]([CH3:36])[CH3:35]. (2) The reactants are: [C:1]([O:5][C:6]([NH:8][C@H:9]([CH2:13][CH3:14])[C:10]([OH:12])=O)=[O:7])([CH3:4])([CH3:3])[CH3:2].F[P-](F)(F)(F)(F)F.CN(C(=[N+](C)C)ON1C2=NC=CC=C2N=N1)C.[CH3:39][C:40]1([CH3:57])[C:48]2[C:43](=[CH:44][CH:45]=[C:46]([O:49][C:50]3[N:55]=[CH:54][C:53]([NH2:56])=[CH:52][CH:51]=3)[CH:47]=2)[CH2:42][O:41]1. Given the product [CH3:39][C:40]1([CH3:57])[C:48]2[C:43](=[CH:44][CH:45]=[C:46]([O:49][C:50]3[N:55]=[CH:54][C:53]([NH:56][C:10]([C@H:9]([NH:8][C:6](=[O:7])[O:5][C:1]([CH3:2])([CH3:3])[CH3:4])[CH2:13][CH3:14])=[O:12])=[CH:52][CH:51]=3)[CH:47]=2)[CH2:42][O:41]1, predict the reactants needed to synthesize it. (3) Given the product [F:1][C:2]([F:13])([F:12])[CH:3]([C:5]1[CH:10]=[CH:9][C:8]([C:16]#[C:15][CH2:14][N:17]2[C:21](=[O:22])[C:20]3[C:19](=[CH:26][CH:25]=[CH:24][CH:23]=3)[C:18]2=[O:27])=[CH:7][CH:6]=1)[OH:4], predict the reactants needed to synthesize it. The reactants are: [F:1][C:2]([F:13])([F:12])[CH:3]([C:5]1[CH:10]=[CH:9][C:8](I)=[CH:7][CH:6]=1)[OH:4].[CH2:14]([N:17]1[C:21](=[O:22])[C:20]2=[CH:23][CH:24]=[CH:25][CH:26]=[C:19]2[C:18]1=[O:27])[C:15]#[CH:16]. (4) The reactants are: [OH-].[Na+].[F:3][C:4]1[CH:9]=[CH:8][C:7]([CH2:10][CH2:11][NH:12][C:13](=[O:34])[N:14]([C:16]2[CH:17]=[C:18]([C:22]3[CH:27]=[CH:26][C:25]([CH2:28][CH2:29][C:30]([O:32]C)=[O:31])=[CH:24][CH:23]=3)[CH:19]=[CH:20][CH:21]=2)[CH3:15])=[CH:6][CH:5]=1.O1CCCC1.CO.O. Given the product [F:3][C:4]1[CH:5]=[CH:6][C:7]([CH2:10][CH2:11][NH:12][C:13](=[O:34])[N:14]([C:16]2[CH:17]=[C:18]([C:22]3[CH:23]=[CH:24][C:25]([CH2:28][CH2:29][C:30]([OH:32])=[O:31])=[CH:26][CH:27]=3)[CH:19]=[CH:20][CH:21]=2)[CH3:15])=[CH:8][CH:9]=1, predict the reactants needed to synthesize it. (5) Given the product [CH3:47][O:46][C@@H:44]([CH3:45])[C@H:43]([CH3:53])[CH2:42][O:41][CH2:40][C:37]1[CH:38]=[CH:39][C:34]([C@@H:33]2[C@@H:28]([O:27][CH2:16][C:13]3[CH:14]=[CH:15][C:10]4[O:9][CH2:8][CH2:7][N:6]([CH2:5][CH2:4][CH2:3][O:2][CH3:1])[C:11]=4[CH:12]=3)[CH2:29][NH:30][CH2:31][C@H:32]2[OH:54])=[CH:35][CH:36]=1, predict the reactants needed to synthesize it. The reactants are: [CH3:1][O:2][CH2:3][CH2:4][CH2:5][N:6]1[C:11]2[CH:12]=[C:13]([CH:16]([O:27][C@@H:28]3[C@@H:33]([C:34]4[CH:39]=[CH:38][C:37]([CH2:40][O:41][CH2:42][C@@H:43]([CH3:53])[C@@H:44]([O:46][CH:47]5CCCCO5)[CH3:45])=[CH:36][CH:35]=4)[C@H:32]([O:54][Si](C(C)C)(C(C)C)C(C)C)[CH2:31][NH:30][CH2:29]3)S(C3C=CC(C)=CC=3)(=O)=O)[CH:14]=[CH:15][C:10]=2[O:9][CH2:8][CH2:7]1. (6) Given the product [CH2:52]([O:54][C:55](=[O:59])[CH2:56][CH2:57][C:13]1([OH:43])[C:12]2[CH:11]=[C:10]3[C:19]([C:20](=[O:27])[C@@:21]4([O:25][CH3:26])[C@@:8]([OH:45])([C:9]3=[O:44])[C:7]3[C:2]([OH:1])=[C:3]([C:47]([O:49][CH3:50])=[O:48])[C:4]([CH3:46])=[CH:5][C:6]=3[CH2:23][C@H:22]4[OH:24])=[C:18]([OH:28])[C:17]=2[C:16](=[NH:29])[CH:15]=[C:14]1[NH:30][C@@H:31]1[C@H:36]([O:37][CH3:38])[C@H:35]([OH:39])[C@@H:34]([O:40][CH3:41])[C@H:33]([CH3:42])[O:32]1)[CH3:53], predict the reactants needed to synthesize it. The reactants are: [OH:1][C:2]1[C:7]2[C@@:8]3([OH:45])[C@@:21]([O:25][CH3:26])([C@H:22]([OH:24])[CH2:23][C:6]=2[CH:5]=[C:4]([CH3:46])[C:3]=1[C:47]([O:49][CH3:50])=[O:48])[C:20](=[O:27])[C:19]1[C:10](=[CH:11][C:12]2[C:13](=[O:43])[C:14]([NH:30][C@@H:31]4[C@H:36]([O:37][CH3:38])[C@H:35]([OH:39])[C@@H:34]([O:40][CH3:41])[C@H:33]([CH3:42])[O:32]4)=[CH:15][C:16](=[NH:29])[C:17]=2[C:18]=1[OH:28])[C:9]3=[O:44].[Br-].[CH2:52]([O:54][C:55](=[O:59])[CH2:56][CH2:57][Zn+])[CH3:53]. (7) Given the product [CH3:1][N:2]([CH2:3][C:4]#[CH:5])[C:14](=[O:15])[O:13][CH2:6][C:7]1[CH:12]=[CH:11][CH:10]=[CH:9][CH:8]=1, predict the reactants needed to synthesize it. The reactants are: [CH3:1][NH:2][CH2:3][C:4]#[CH:5].[CH2:6]([O:13][C:14](ON1C(=O)CCC1=O)=[O:15])[C:7]1[CH:12]=[CH:11][CH:10]=[CH:9][CH:8]=1.CCCCCCC.CCOC(C)=O. (8) Given the product [Cl:41][C:42]1[CH:49]=[CH:48][C:45]([CH2:46][NH:47][C:17]([C:19]2[C:28](=[O:29])[C:27]3[C:22]4[N:21]([CH:20]=2)[CH2:2][C:3](=[O:4])[N:37]([CH3:38])[C:23]=4[CH:24]=[C:25]([CH2:30][N:31]2[CH2:36][CH2:35][O:34][CH2:33][CH2:32]2)[CH:26]=3)=[O:18])=[CH:44][CH:43]=1, predict the reactants needed to synthesize it. The reactants are: Br[CH2:2][C:3](OC(=O)CBr)=[O:4].ClC1C=CC(CN[C:17]([C:19]2[CH:20]=[N:21][C:22]3[C:27]([C:28]=2[OH:29])=[CH:26][C:25]([CH2:30][N:31]2[CH2:36][CH2:35][O:34][CH2:33][CH2:32]2)=[CH:24][C:23]=3[NH:37][CH3:38])=[O:18])=CC=1.[Cl:41][C:42]1[CH:49]=[CH:48][C:45]([CH2:46][NH2:47])=[CH:44][CH:43]=1. (9) Given the product [CH3:1][C:2]1([C:8](=[S:20])[NH2:10])[CH2:7][CH2:6][O:5][CH2:4][CH2:3]1, predict the reactants needed to synthesize it. The reactants are: [CH3:1][C:2]1([C:8]([NH2:10])=O)[CH2:7][CH2:6][O:5][CH2:4][CH2:3]1.COC1C=CC(P2(SP(C3C=CC(OC)=CC=3)(=S)S2)=[S:20])=CC=1. (10) Given the product [CH2:1]([NH:5][C@:6]12[CH2:41][CH2:40][C@@H:39]([C:42]([CH3:44])=[CH2:43])[C@@H:7]1[C@@H:8]1[C@@:21]([CH3:24])([CH2:22][CH2:23]2)[C@@:20]2([CH3:25])[C@@H:11]([C@:12]3([CH3:38])[C@@H:17]([CH2:18][CH2:19]2)[C:16]([CH3:26])([CH3:27])[C:15]([C:28]2[CH:29]=[CH:30][C:31]([C:32]([OH:34])=[O:33])=[CH:36][CH:37]=2)=[CH:14][CH2:13]3)[CH2:10][CH2:9]1)[CH:2]([CH3:4])[CH3:3], predict the reactants needed to synthesize it. The reactants are: [CH2:1]([NH:5][C@:6]12[CH2:41][CH2:40][C@@H:39]([C:42]([CH3:44])=[CH2:43])[C@@H:7]1[C@@H:8]1[C@@:21]([CH3:24])([CH2:22][CH2:23]2)[C@@:20]2([CH3:25])[C@@H:11]([C@:12]3([CH3:38])[C@@H:17]([CH2:18][CH2:19]2)[C:16]([CH3:27])([CH3:26])[C:15]([C:28]2[CH:37]=[CH:36][C:31]([C:32]([O:34]C)=[O:33])=[CH:30][CH:29]=2)=[CH:14][CH2:13]3)[CH2:10][CH2:9]1)[CH:2]([CH3:4])[CH3:3].[OH-].[Na+].